Task: Predict the reactants needed to synthesize the given product.. Dataset: Full USPTO retrosynthesis dataset with 1.9M reactions from patents (1976-2016) (1) Given the product [C:13]1([CH2:14][CH2:27][OH:29])[CH:12]=[CH:11][CH:10]=[CH:17][CH:16]=1, predict the reactants needed to synthesize it. The reactants are: [Si](OC[C:10]1[CH:17]=[CH:16][C:13]([CH:14]=O)=[CH:12][CH:11]=1)(C(C)(C)C)(C)C.C([Mg]Cl)C1C=CC=CC=1.[CH2:27]([O:29]CC)C.[Cl-].[NH4+]. (2) Given the product [C:1]([N:4]1[C:13]2[C:8](=[CH:9][C:10]([C:14]3[CH:15]=[CH:16][C:17]([CH2:20][C:21]([NH:39][CH2:38][CH2:37][N:36]([CH3:40])[CH3:35])=[O:22])=[CH:18][CH:19]=3)=[CH:11][CH:12]=2)[C@H:7]([NH:24][C:25]2[CH:30]=[CH:29][C:28]([C:31]#[N:32])=[CH:27][N:26]=2)[CH2:6][C@@H:5]1[CH3:33])(=[O:3])[CH3:2], predict the reactants needed to synthesize it. The reactants are: [C:1]([N:4]1[C:13]2[C:8](=[CH:9][C:10]([C:14]3[CH:19]=[CH:18][C:17]([CH2:20][C:21](O)=[O:22])=[CH:16][CH:15]=3)=[CH:11][CH:12]=2)[C@H:7]([NH:24][C:25]2[CH:30]=[CH:29][C:28]([C:31]#[N:32])=[CH:27][N:26]=2)[CH2:6][C@@H:5]1[CH3:33])(=[O:3])[CH3:2].[Li].[CH3:35][N:36]([CH3:40])[CH2:37][CH2:38][NH2:39].CN(C(ON1N=NC2C=CC=NC1=2)=[N+](C)C)C.F[P-](F)(F)(F)(F)F.CCN(C(C)C)C(C)C. (3) Given the product [CH:1](=[O:19])[CH2:2][CH2:3][CH2:4][CH2:5][CH2:6][CH2:7][CH2:8]/[CH:9]=[CH:10]\[CH2:11]/[CH:12]=[CH:13]\[CH2:14][CH2:15][CH2:16][CH2:17][CH3:18], predict the reactants needed to synthesize it. The reactants are: [CH2:1]([OH:19])[CH2:2][CH2:3][CH2:4][CH2:5][CH2:6][CH2:7][CH2:8]/[CH:9]=[CH:10]\[CH2:11]/[CH:12]=[CH:13]\[CH2:14][CH2:15][CH2:16][CH2:17][CH3:18].[Cr](Cl)([O-])(=O)=O.[NH+]1C=CC=CC=1.C([O-])([O-])=O.[Na+].[Na+]. (4) The reactants are: [C:1]([C:5]1[N:6]=[C:7]([N:16]2[CH2:20][CH2:19][C:18]([F:22])([F:21])[CH2:17]2)[C:8]2[N:13]=[N:12][N:11]([CH2:14][CH3:15])[C:9]=2[N:10]=1)([CH3:4])([CH3:3])[CH3:2].C(C1N=C(N2CCC(F)(F)C2)C2N=NNC=2N=1)(C)(C)C.IC[C:45]1[N:49](C)[C:48]([S:51]([CH3:54])(=[O:53])=[O:52])=[N:47][N:46]=1. Given the product [C:1]([C:5]1[N:6]=[C:7]([N:16]2[CH2:20][CH2:19][C:18]([F:21])([F:22])[CH2:17]2)[C:8]2[N:13]=[N:12][N:11]([CH2:14][C:15]3[N:49]([CH3:45])[C:48]([S:51]([CH3:54])(=[O:53])=[O:52])=[N:47][N:46]=3)[C:9]=2[N:10]=1)([CH3:2])([CH3:3])[CH3:4], predict the reactants needed to synthesize it. (5) Given the product [CH:28]1([CH2:34][C:35]([NH:37][C@@H:38]([C:60]([CH3:63])([CH3:62])[CH3:61])[C:39]([N:41]2[C@H:56]([C:57]([NH:1][C@@H:2]([CH2:11][CH2:12][CH3:13])[CH:3]([OH:10])[C:4]([NH:6][CH:7]3[CH2:8][CH2:9]3)=[O:5])=[O:58])[CH2:55][C@:43]3([O:47][C:46](=[O:48])[N:45]([C:49]4[CH:50]=[CH:51][CH:52]=[CH:53][CH:54]=4)[CH2:44]3)[CH2:42]2)=[O:40])=[O:36])[CH2:33][CH2:32][CH2:31][CH2:30][CH2:29]1, predict the reactants needed to synthesize it. The reactants are: [NH2:1][C@@H:2]([CH2:11][CH2:12][CH3:13])[CH:3]([OH:10])[C:4]([NH:6][CH:7]1[CH2:9][CH2:8]1)=[O:5].C(Cl)CCl.C1C=CC2N(O)N=NC=2C=1.[CH:28]1([CH2:34][C:35]([NH:37][C@@H:38]([C:60]([CH3:63])([CH3:62])[CH3:61])[C:39]([N:41]2[C@H:56]([C:57](O)=[O:58])[CH2:55][C@:43]3([O:47][C:46](=[O:48])[N:45]([C:49]4[CH:54]=[CH:53][CH:52]=[CH:51][CH:50]=4)[CH2:44]3)[CH2:42]2)=[O:40])=[O:36])[CH2:33][CH2:32][CH2:31][CH2:30][CH2:29]1.CCN(C(C)C)C(C)C.NCCC1N=CNC=1. (6) Given the product [CH2:6]([N:8]([CH2:9][CH:10]1[CH2:11][O:13]1)[C:14]1[CH:19]=[CH:18][CH:17]=[CH:16][CH:15]=1)[CH3:7], predict the reactants needed to synthesize it. The reactants are: CS(Cl)(=O)=O.[CH2:6]([N:8]([C:14]1[CH:19]=[CH:18][CH:17]=[CH:16][CH:15]=1)[CH2:9][CH:10]([OH:13])[CH2:11]O)[CH3:7].C[O-].[Na+]. (7) Given the product [F:8][C:6]1[CH:7]=[C:2]([C:25]2[CH:30]=[CH:29][N:28]=[C:27]3[NH:31][C:47]([C:46]4[CH:49]=[CH:50][C:43]([C:41]([N:35]5[CH2:40][CH2:39][O:38][CH2:37][CH2:36]5)=[O:42])=[CH:44][CH:45]=4)=[N:32][C:26]=23)[C:3]([CH3:23])=[C:4]([NH:9][C:10]([C:12]2[CH:22]=[CH:21][C:15]3[C:16]([CH3:20])([CH3:19])[CH2:17][O:18][C:14]=3[CH:13]=2)=[O:11])[CH:5]=1, predict the reactants needed to synthesize it. The reactants are: Br[C:2]1[C:3]([CH3:23])=[C:4]([NH:9][C:10]([C:12]2[CH:22]=[CH:21][C:15]3[C:16]([CH3:20])([CH3:19])[CH2:17][O:18][C:14]=3[CH:13]=2)=[O:11])[CH:5]=[C:6]([F:8])[CH:7]=1.Cl[C:25]1[CH:30]=[CH:29][N:28]=[C:27]([NH2:31])[C:26]=1[N+:32]([O-])=O.[N:35]1([C:41]([C:43]2[CH:50]=[CH:49][C:46]([CH:47]=O)=[CH:45][CH:44]=2)=[O:42])[CH2:40][CH2:39][O:38][CH2:37][CH2:36]1. (8) Given the product [CH3:1][O:2][C:3](=[O:31])[C@@H:4]([NH:23][C:24]([O:26][C:27]([CH3:28])([CH3:30])[CH3:29])=[O:25])[CH2:5][C:6]1[CH:22]=[CH:21][C:9]2[O:10][C@@H:11]([C:14]3[CH:19]=[CH:18][C:17]([O:20][C:38](=[O:40])[CH3:39])=[CH:16][CH:15]=3)[CH2:12][O:13][C:8]=2[CH:7]=1, predict the reactants needed to synthesize it. The reactants are: [CH3:1][O:2][C:3](=[O:31])[C@@H:4]([NH:23][C:24]([O:26][C:27]([CH3:30])([CH3:29])[CH3:28])=[O:25])[CH2:5][C:6]1[CH:22]=[CH:21][C:9]2[O:10][C@@H:11]([C:14]3[CH:19]=[CH:18][C:17]([OH:20])=[CH:16][CH:15]=3)[CH2:12][O:13][C:8]=2[CH:7]=1.N1C=CC=CC=1.[C:38](OC(=O)C)(=[O:40])[CH3:39].